From a dataset of Catalyst prediction with 721,799 reactions and 888 catalyst types from USPTO. Predict which catalyst facilitates the given reaction. Reactant: [CH3:1][O:2][C:3]([C:5]1[C:14]([F:15])=[C:13]2[C:8]([CH2:9][C:10]([CH3:24])([CH3:23])[CH:11]([C:16]3[CH:21]=[CH:20][CH:19]=[C:18](Br)[CH:17]=3)[NH:12]2)=[CH:7][CH:6]=1)=[O:4].[NH:25]1[CH2:30][CH2:29][O:28][CH2:27][CH2:26]1.Cl.CN(C)CC(O)=O.C(=O)([O-])[O-].[K+].[K+]. Product: [CH3:1][O:2][C:3]([C:5]1[C:14]([F:15])=[C:13]2[C:8]([CH2:9][C:10]([CH3:24])([CH3:23])[CH:11]([C:16]3[CH:21]=[CH:20][CH:19]=[C:18]([N:25]4[CH2:30][CH2:29][O:28][CH2:27][CH2:26]4)[CH:17]=3)[NH:12]2)=[CH:7][CH:6]=1)=[O:4]. The catalyst class is: 156.